Dataset: Reaction yield outcomes from USPTO patents with 853,638 reactions. Task: Predict the reaction yield, written as a fraction of the theoretical maximum amount of product (1.0 means a 100% yield; for example, 0.34 means a 34% yield). (1) The reactants are FC(F)(F)S(O[C:7]1[C:8]([CH3:32])([CH3:31])[NH:9][C:10](=[O:30])[C:11]=1[C:12]1[CH:17]=[CH:16][C:15]([O:18][CH2:19]C2C=CC3C(=CC=CC=3)N=2)=[CH:14][CH:13]=1)(=O)=O.[N:35]1[CH:40]=[CH:39][C:38](B(O)O)=[CH:37][CH:36]=1.C([O-])([O-])=O.[Na+].[Na+]. The catalyst is O1CCOCC1.O.C1C=CC([P]([Pd]([P](C2C=CC=CC=2)(C2C=CC=CC=2)C2C=CC=CC=2)([P](C2C=CC=CC=2)(C2C=CC=CC=2)C2C=CC=CC=2)[P](C2C=CC=CC=2)(C2C=CC=CC=2)C2C=CC=CC=2)(C2C=CC=CC=2)C2C=CC=CC=2)=CC=1. The product is [CH3:32][C:8]1([CH3:31])[NH:9][C:10](=[O:30])[C:11]([C:12]2[CH:13]=[CH:14][C:15]([O:18][CH2:19][C:36]3[CH:37]=[CH:38][C:39]4[C:40](=[CH:8][CH:7]=[CH:11][CH:10]=4)[N:35]=3)=[CH:16][CH:17]=2)=[C:7]1[C:38]1[CH:39]=[CH:40][N:35]=[CH:36][CH:37]=1. The yield is 0.150. (2) The reactants are [F:1][C:2]1[CH:3]=[C:4](/[CH:16]=[C:17](\[CH3:30])/[CH2:18][N:19]2C(=O)C3C(=CC=CC=3)C2=O)[CH:5]=[C:6]([F:15])[C:7]=1[O:8][C:9]1[CH:14]=[CH:13][CH:12]=[CH:11][CH:10]=1.O.NN. The catalyst is CO. The product is [F:1][C:2]1[CH:3]=[C:4](/[CH:16]=[C:17](\[CH3:30])/[CH2:18][NH2:19])[CH:5]=[C:6]([F:15])[C:7]=1[O:8][C:9]1[CH:14]=[CH:13][CH:12]=[CH:11][CH:10]=1. The yield is 0.710. (3) The reactants are [CH:1]1([CH2:7][C@H:8]([NH:18][C:19]2[C:22](=[O:23])[C:21](=[O:24])[C:20]=2[N:25]2[CH2:30][CH2:29][CH2:28][CH:27]([CH:31]([C:38]3[CH:43]=[CH:42][CH:41]=[CH:40][C:39]=3[F:44])[O:32][CH2:33][CH2:34][CH2:35][O:36][CH3:37])[CH2:26]2)[CH2:9][NH:10]C(=O)OC(C)(C)C)[CH2:6][CH2:5][CH2:4][CH2:3][CH2:2]1.C(O)(C(F)(F)F)=O. No catalyst specified. The product is [NH2:10][CH2:9][C@@H:8]([NH:18][C:19]1[C:22](=[O:23])[C:21](=[O:24])[C:20]=1[N:25]1[CH2:30][CH2:29][CH2:28][CH:27]([CH:31]([C:38]2[CH:43]=[CH:42][CH:41]=[CH:40][C:39]=2[F:44])[O:32][CH2:33][CH2:34][CH2:35][O:36][CH3:37])[CH2:26]1)[CH2:7][CH:1]1[CH2:2][CH2:3][CH2:4][CH2:5][CH2:6]1. The yield is 0.600. (4) The reactants are [CH3:1][C:2]1([CH3:12])[O:6]B(O)[C:4]2[CH:8]=[CH:9][CH:10]=[CH:11][C:3]1=2.Br[C:14]1[CH:34]=[CH:33][C:17]2[NH:18][C:19]([CH2:21][O:22][C:23]3[CH:28]=[CH:27][C:26]([C:29]([F:32])([F:31])[F:30])=[CH:25][CH:24]=3)=[N:20][C:16]=2[CH:15]=1.C(Cl)Cl. The catalyst is [Br-].C([N+](CCCC)(CCCC)CCCC)CCC.COCCOC.C([O-])([O-])=O.[Na+].[Na+].C1C=CC(P(C2C=CC=CC=2)[C-]2C=CC=C2)=CC=1.C1C=CC(P(C2C=CC=CC=2)[C-]2C=CC=C2)=CC=1.Cl[Pd]Cl.[Fe+2]. The product is [F:32][C:29]([F:30])([F:31])[C:26]1[CH:27]=[CH:28][C:23]([O:22][CH2:21][C:19]2[NH:18][C:17]3[CH:33]=[CH:34][C:14]([C:4]4[CH:8]=[CH:9][CH:10]=[CH:11][C:3]=4[C:2]([OH:6])([CH3:12])[CH3:1])=[CH:15][C:16]=3[N:20]=2)=[CH:24][CH:25]=1. The yield is 0.300. (5) The reactants are [Li]CCCC.C(NC(C)C)(C)C.[Br:13][C:14]1[CH:19]=[CH:18][C:17]([NH2:20])=[C:16]([F:21])[CH:15]=1.Cl[C:23]1[C:28]([C:29]([OH:31])=[O:30])=[CH:27][N:26]=[C:25]([Cl:32])[C:24]=1[F:33]. The catalyst is C1COCC1. The product is [Br:13][C:14]1[CH:19]=[CH:18][C:17]([NH:20][C:23]2[C:28]([C:29]([OH:31])=[O:30])=[CH:27][N:26]=[C:25]([Cl:32])[C:24]=2[F:33])=[C:16]([F:21])[CH:15]=1. The yield is 0.720. (6) The reactants are [N:1]1[CH:6]=[CH:5][CH:4]=[CH:3][C:2]=1[C:7]1[CH:8]=[C:9]([CH:14]=[CH:15][CH:16]=1)[C:10]([O:12]C)=[O:11].[OH-].[Na+]. The catalyst is CO. The product is [N:1]1[CH:6]=[CH:5][CH:4]=[CH:3][C:2]=1[C:7]1[CH:8]=[C:9]([CH:14]=[CH:15][CH:16]=1)[C:10]([OH:12])=[O:11]. The yield is 0.900. (7) The reactants are [OH:1][C:2](=[C:5]1[C:10](=[O:11])[O:9][C:8]([CH3:13])(C)OC1=O)[CH2:3][CH3:4].[CH2:15](O)C#C. The catalyst is C1C=CC=CC=1. The product is [O:1]=[C:2]([CH2:3][CH3:4])[CH2:5][C:10]([O:9][CH2:8][C:13]#[CH:15])=[O:11]. The yield is 0.950.